From a dataset of Full USPTO retrosynthesis dataset with 1.9M reactions from patents (1976-2016). Predict the reactants needed to synthesize the given product. The reactants are: [H-].[Na+].[Cl:3][C:4]1[CH:20]=[CH:19][C:7]([CH2:8][CH:9]2[CH2:13][CH2:12][CH:11]([C:14](OC)=O)[C:10]2=[O:18])=[CH:6][CH:5]=1.Br[CH2:22]CBr.O. Given the product [Cl:3][C:4]1[CH:20]=[CH:19][C:7]([CH2:8][CH:9]2[CH2:13][CH2:12][C:11]3([CH2:22][CH2:14]3)[C:10]2=[O:18])=[CH:6][CH:5]=1, predict the reactants needed to synthesize it.